Dataset: Reaction yield outcomes from USPTO patents with 853,638 reactions. Task: Predict the reaction yield, written as a fraction of the theoretical maximum amount of product (1.0 means a 100% yield; for example, 0.34 means a 34% yield). (1) The reactants are [Cl:1][C:2]1[CH:7]=[C:6](I)[C:5]([Cl:9])=[CH:4][N:3]=1.[NH2:10][C:11]1[CH:18]=[CH:17][C:16]([Cl:19])=[CH:15][C:12]=1[C:13]#[N:14].[O-]P(OP(OP([O-])([O-])=O)([O-])=O)(=O)[O-].[K+].[K+].[K+].[K+].[K+].C1C=CC(P(C2C(OC3C(P(C4C=CC=CC=4)C4C=CC=CC=4)=CC=CC=3)=CC=CC=2)C2C=CC=CC=2)=CC=1. The catalyst is O1CCOCC1.C([O-])(=O)C.[Pd+2].C([O-])(=O)C. The product is [Cl:19][C:16]1[CH:17]=[CH:18][C:11]([NH:10][C:6]2[C:5]([Cl:9])=[CH:4][N:3]=[C:2]([Cl:1])[CH:7]=2)=[C:12]([CH:15]=1)[C:13]#[N:14]. The yield is 0.330. (2) The reactants are [F:1][C:2]1[CH:3]=[CH:4][C:5]([N+:11]([O-:13])=[O:12])=[C:6]([CH:10]=1)[C:7](O)=[O:8].C(Cl)(=O)C(Cl)=O.C[N:21](C=O)C.[NH4+].[OH-]. The catalyst is C(Cl)Cl.O. The product is [F:1][C:2]1[CH:3]=[CH:4][C:5]([N+:11]([O-:13])=[O:12])=[C:6]([CH:10]=1)[C:7]([NH2:21])=[O:8]. The yield is 0.880. (3) The reactants are [C:1]([C:5]1[CH:9]=[C:8]([NH2:10])[N:7]([C:11]2[CH:16]=[CH:15][C:14]([CH3:17])=[CH:13][CH:12]=2)[N:6]=1)([CH3:4])([CH3:3])[CH3:2].[C:18]([O-])(O)=[O:19].[Na+].O=C(Cl)OC(Cl)(Cl)Cl. The catalyst is C(Cl)Cl. The product is [C:1]([C:5]1[CH:9]=[C:8]([N:10]=[C:18]=[O:19])[N:7]([C:11]2[CH:12]=[CH:13][C:14]([CH3:17])=[CH:15][CH:16]=2)[N:6]=1)([CH3:4])([CH3:3])[CH3:2]. The yield is 0.900.